From a dataset of Reaction yield outcomes from USPTO patents with 853,638 reactions. Predict the reaction yield, written as a fraction of the theoretical maximum amount of product (1.0 means a 100% yield; for example, 0.34 means a 34% yield). (1) The reactants are [NH2:1][C@H:2]([CH3:30])[CH2:3][O:4][C:5]1[CH:14]=[CH:13][CH:12]=[C:11]2[C:6]=1[C:7]([NH:15][C:16]1[CH:21]=[CH:20][C:19]([O:22][CH2:23][C:24]3[N:25]=[CH:26][S:27][CH:28]=3)=[C:18]([Cl:29])[CH:17]=1)=[N:8][CH:9]=[N:10]2.[OH:31][C@@H:32]1[CH2:37][CH2:36][O:35][C:33]1=[O:34]. No catalyst specified. The product is [Cl:29][C:18]1[CH:17]=[C:16]([NH:15][C:7]2[C:6]3[C:11](=[CH:12][CH:13]=[CH:14][C:5]=3[O:4][CH2:3][C@H:2]([NH:1][C:33](=[O:34])[C@H:32]([OH:31])[CH2:37][CH2:36][OH:35])[CH3:30])[N:10]=[CH:9][N:8]=2)[CH:21]=[CH:20][C:19]=1[O:22][CH2:23][C:24]1[N:25]=[CH:26][S:27][CH:28]=1. The yield is 0.730. (2) The reactants are [CH3:1][O:2][CH2:3][CH2:4][N:5]1[CH:9]=[CH:8][C:7]([NH2:10])=[N:6]1.N1C(C)=CC=CC=1C.[CH:19]1([CH2:24][C@H:25]([C:29]2[CH:34]=[CH:33][CH:32]=[C:31]([C:35]([F:38])([F:37])[F:36])[CH:30]=2)[C:26](Cl)=[O:27])[CH2:23][CH2:22][CH2:21][CH2:20]1. The catalyst is C(Cl)Cl. The product is [CH:19]1([CH2:24][C@H:25]([C:29]2[CH:34]=[CH:33][CH:32]=[C:31]([C:35]([F:36])([F:37])[F:38])[CH:30]=2)[C:26]([NH:10][C:7]2[CH:8]=[CH:9][N:5]([CH2:4][CH2:3][O:2][CH3:1])[N:6]=2)=[O:27])[CH2:23][CH2:22][CH2:21][CH2:20]1. The yield is 0.860.